This data is from Full USPTO retrosynthesis dataset with 1.9M reactions from patents (1976-2016). The task is: Predict the reactants needed to synthesize the given product. (1) Given the product [OH:24][CH2:23][CH2:22][O:1][C:2]1[N:6]([C:7]2[N:12]=[CH:11][C:10]([S:13]([NH2:16])(=[O:15])=[O:14])=[CH:9][CH:8]=2)[N:5]=[C:4]([C:17]([F:19])([F:18])[F:20])[CH:3]=1, predict the reactants needed to synthesize it. The reactants are: [OH:1][C:2]1[N:6]([C:7]2[N:12]=[CH:11][C:10]([S:13]([NH2:16])(=[O:15])=[O:14])=[CH:9][CH:8]=2)[N:5]=[C:4]([C:17]([F:20])([F:19])[F:18])[CH:3]=1.Br[CH2:22][CH2:23][OH:24].C(=O)([O-])[O-].[K+].[K+]. (2) Given the product [O:4]1[C:5]2([CH2:10][CH2:9][C:8]([C:11]3[C:19]4[C:14](=[CH:15][CH:16]=[C:17]([C:20]#[N:21])[CH:18]=4)[NH:13][CH:12]=3)=[CH:7][CH2:6]2)[O:1][CH2:2][CH2:3]1, predict the reactants needed to synthesize it. The reactants are: [O:1]1[C:5]2([CH2:10][CH2:9][C:8]([C:11]3[C:19]4[C:14](=[CH:15][CH:16]=[CH:17][CH:18]=4)[NH:13][CH:12]=3)=[CH:7][CH2:6]2)[O:4][CH2:3][CH2:2]1.[C:20](C1C=C2C(=CC=1)NC=C2)#[N:21].